From a dataset of Forward reaction prediction with 1.9M reactions from USPTO patents (1976-2016). Predict the product of the given reaction. (1) Given the reactants [CH3:1][S:2]([C:5]1[N:10]=[C:9]([C:11]2[N:12]=[C:13]([NH2:16])[S:14][CH:15]=2)[CH:8]=[CH:7][N:6]=1)(=O)=O.C([O-])(O)=O.[Na+], predict the reaction product. The product is: [CH3:1][S:2][C:5]1[N:10]=[C:9]([C:11]2[N:12]=[C:13]([NH2:16])[S:14][CH:15]=2)[CH:8]=[CH:7][N:6]=1. (2) The product is: [NH2:1][C:2]1[C:3]2[C:10]([C:24]#[C:23][C:25]3[CH:26]=[C:27]([O:33][CH3:34])[CH:28]=[C:29]([O:31][CH3:32])[CH:30]=3)=[CH:9][N:8]([CH:12]3[CH2:15][N:14]([C:16]([O:18][C:19]([CH3:22])([CH3:21])[CH3:20])=[O:17])[CH2:13]3)[C:4]=2[N:5]=[CH:6][N:7]=1. Given the reactants [NH2:1][C:2]1[C:3]2[C:10](I)=[CH:9][N:8]([CH:12]3[CH2:15][N:14]([C:16]([O:18][C:19]([CH3:22])([CH3:21])[CH3:20])=[O:17])[CH2:13]3)[C:4]=2[N:5]=[CH:6][N:7]=1.[C:23]([C:25]1[CH:30]=[C:29]([O:31][CH3:32])[CH:28]=[C:27]([O:33][CH3:34])[CH:26]=1)#[CH:24].C(N(CC)CC)C.C(OCC)(=O)C, predict the reaction product.